This data is from Forward reaction prediction with 1.9M reactions from USPTO patents (1976-2016). The task is: Predict the product of the given reaction. (1) Given the reactants [F:1][C:2]1[CH:3]=[C:4]([N:8]=[C:9](SC)[NH:10][C:11]2[CH:16]=[CH:15][C:14]([CH:17]([N:21]3[CH:25]=[CH:24][N:23]=[CH:22]3)[CH:18]([CH3:20])[CH3:19])=[CH:13][CH:12]=2)[CH:5]=[CH:6][CH:7]=1.[NH3:28].CO, predict the reaction product. The product is: [F:1][C:2]1[CH:3]=[C:4]([NH:8][C:9](=[NH:28])[NH:10][C:11]2[CH:16]=[CH:15][C:14]([CH:17]([N:21]3[CH:25]=[CH:24][N:23]=[CH:22]3)[CH:18]([CH3:20])[CH3:19])=[CH:13][CH:12]=2)[CH:5]=[CH:6][CH:7]=1. (2) Given the reactants Cl[C:2]1[CH:11]=[CH:10][N:9]=[C:8]2[C:3]=1[C:4]1[CH:16]=[C:15]([O:17][CH3:18])[C:14]([O:19][CH3:20])=[CH:13][C:5]=1[C:6](=[O:12])[NH:7]2.[F:21][C:22]1[CH:28]=[CH:27][CH:26]=[CH:25][C:23]=1[NH2:24], predict the reaction product. The product is: [F:21][C:22]1[CH:28]=[CH:27][CH:26]=[CH:25][C:23]=1[NH:24][C:2]1[CH:11]=[CH:10][N:9]=[C:8]2[C:3]=1[C:4]1[CH:16]=[C:15]([O:17][CH3:18])[C:14]([O:19][CH3:20])=[CH:13][C:5]=1[C:6](=[O:12])[NH:7]2. (3) Given the reactants [CH:1]([N:4]([CH:16]([CH3:18])[CH3:17])[C:5]([N:7]1[C:11]2[CH:12]=[CH:13][CH:14]=[CH:15][C:10]=2[N:9]=[CH:8]1)=[O:6])([CH3:3])[CH3:2].[Li]CCCC.Cl[P:25]([CH2:28][CH3:29])[CH2:26][CH3:27], predict the reaction product. The product is: [CH2:26]([P:25]([CH2:28][CH3:29])[C:8]1[N:7]([C:5]([N:4]([CH:1]([CH3:3])[CH3:2])[CH:16]([CH3:18])[CH3:17])=[O:6])[C:11]2[CH:12]=[CH:13][CH:14]=[CH:15][C:10]=2[N:9]=1)[CH3:27].